This data is from Full USPTO retrosynthesis dataset with 1.9M reactions from patents (1976-2016). The task is: Predict the reactants needed to synthesize the given product. (1) Given the product [CH:1]1[C:9]2[C:8]3[CH:10]=[CH:11][CH:12]=[CH:13][C:7]=3[O:6][C:5]=2[C:4]([C:18]2[CH:23]=[CH:22][C:21]([N:24]3[C:37](=[O:38])[C:36]4[C:31](=[CH:32][CH:33]=[CH:34][CH:35]=4)[C:30]4[CH:29]=[CH:28][CH:27]=[CH:26][C:25]3=4)=[CH:20][CH:19]=2)=[CH:3][CH:2]=1, predict the reactants needed to synthesize it. The reactants are: [CH:1]1[C:9]2[C:8]3[CH:10]=[CH:11][CH:12]=[CH:13][C:7]=3[O:6][C:5]=2[C:4](B(O)O)=[CH:3][CH:2]=1.Br[C:18]1[CH:23]=[CH:22][C:21]([N:24]2[C:37](=[O:38])[C:36]3[C:31](=[CH:32][CH:33]=[CH:34][CH:35]=3)[C:30]3[CH:29]=[CH:28][CH:27]=[CH:26][C:25]2=3)=[CH:20][CH:19]=1.P([O-])([O-])([O-])=O.[K+].[K+].[K+].C1(C)C=CC=CC=1P(C1C=CC=CC=1C)C1C=CC=CC=1C. (2) Given the product [CH3:1][O:2][C:3]1[CH:4]=[C:5]([CH:6]=[CH:7][C:8]=1[O:9][CH3:10])[O:11][CH:19]([C:14]1[CH:15]=[CH:16][CH:17]=[CH:18][C:13]=1[F:12])[CH2:20][CH2:21][CH2:22][CH2:23][CH2:24][N:25]1[CH2:26][CH2:27][CH:28]([C:31]2[CH:32]=[C:33]([NH:37][C:38](=[O:42])[CH:39]([CH3:41])[CH3:40])[CH:34]=[CH:35][CH:36]=2)[CH2:29][CH2:30]1, predict the reactants needed to synthesize it. The reactants are: [CH3:1][O:2][C:3]1[CH:4]=[C:5]([OH:11])[CH:6]=[CH:7][C:8]=1[O:9][CH3:10].[F:12][C:13]1[CH:18]=[CH:17][CH:16]=[CH:15][C:14]=1[CH:19](O)[CH2:20][CH2:21][CH2:22][CH2:23][CH2:24][N:25]1[CH2:30][CH2:29][CH:28]([C:31]2[CH:32]=[C:33]([NH:37][C:38](=[O:42])[CH:39]([CH3:41])[CH3:40])[CH:34]=[CH:35][CH:36]=2)[CH2:27][CH2:26]1. (3) Given the product [CH:46]1([N:49]([C@@H:50]([C:52]2[CH:53]=[C:54]([CH2:60][CH2:61][CH2:62][NH:63][C:64]([O:65][CH3:66])=[O:67])[N:55]=[C:56]([O:58][CH3:59])[CH:57]=2)[CH3:51])[C:17]([C@@H:10]2[O:11][C@H:12]([CH2:14][O:15][CH3:16])[CH2:13][N:8]([C:6]([O:5][C:1]([CH3:2])([CH3:3])[CH3:4])=[O:7])[CH2:9]2)=[O:19])[CH2:48][CH2:47]1, predict the reactants needed to synthesize it. The reactants are: [C:1]([O:5][C:6]([N:8]1[CH2:13][C@@H:12]([CH2:14][O:15][CH3:16])[O:11][C@@H:10]([C:17]([OH:19])=O)[CH2:9]1)=[O:7])([CH3:4])([CH3:3])[CH3:2].C(N(C(C)C)CC)(C)C.P(Cl)(OC1C=CC=CC=1)(OC1C=CC=CC=1)=O.[CH:46]1([NH:49][C@@H:50]([C:52]2[CH:57]=[C:56]([O:58][CH3:59])[N:55]=[C:54]([CH2:60][CH2:61][CH2:62][NH:63][C:64](=[O:67])[O:65][CH3:66])[CH:53]=2)[CH3:51])[CH2:48][CH2:47]1.C(=O)([O-])O.[Na+]. (4) Given the product [CH2:1]([O:8][C:9]1[CH:14]=[CH:13][C:12]([CH:15]2[N:49]([C:50]3[CH:51]=[CH:52][C:53]([F:56])=[CH:54][CH:55]=3)[C:17](=[O:18])[CH:16]2[CH2:31][CH2:32][C@H:33]([O:41][Si:42]([C:45]([CH3:47])([CH3:46])[CH3:48])([CH3:44])[CH3:43])[C:34]2[CH:35]=[CH:36][C:37]([F:40])=[CH:38][CH:39]=2)=[C:11]([F:57])[CH:10]=1)[C:2]1[CH:3]=[CH:4][CH:5]=[CH:6][CH:7]=1, predict the reactants needed to synthesize it. The reactants are: [CH2:1]([O:8][C:9]1[CH:14]=[CH:13][C:12]([CH:15]([NH:49][C:50]2[CH:55]=[CH:54][C:53]([F:56])=[CH:52][CH:51]=2)[C@H:16]([CH2:31][CH2:32][CH:33]([O:41][Si:42]([C:45]([CH3:48])([CH3:47])[CH3:46])([CH3:44])[CH3:43])[C:34]2[CH:39]=[CH:38][C:37]([F:40])=[CH:36][CH:35]=2)[C:17](N2[C@@H](C3C=CC=CC=3)COC2=O)=[O:18])=[C:11]([F:57])[CH:10]=1)[C:2]1[CH:7]=[CH:6][CH:5]=[CH:4][CH:3]=1.C[Si](C([Si](C)(C)C)C(N)=O)(C)C.[F-].C([N+](CCCC)(CCCC)CCCC)CCC.S([O-])([O-])(=O)=O. (5) Given the product [Cl:16][CH2:12][C:11]1[C:7]([C:2]2[CH:3]=[CH:4][CH:5]=[CH:6][N:1]=2)=[N:8][O:9][CH:10]=1, predict the reactants needed to synthesize it. The reactants are: [N:1]1[CH:6]=[CH:5][CH:4]=[CH:3][C:2]=1[C:7]1[C:11]([CH2:12]O)=[CH:10][O:9][N:8]=1.S(Cl)([Cl:16])=O. (6) Given the product [F:1][C:2]1[CH:7]=[C:6]([I:8])[CH:5]=[CH:4][C:3]=1[NH:9][C:10]1[N:11]([CH3:25])[C:12]2[C:13](=[O:24])[CH2:14][CH2:15][CH2:16][C:17]=2[C:18]=1[C:19]([O:21][CH2:22][CH3:23])=[O:20], predict the reactants needed to synthesize it. The reactants are: [F:1][C:2]1[CH:7]=[C:6]([I:8])[CH:5]=[CH:4][C:3]=1[NH:9][C:10]1[NH:11][C:12]2[C:13](=[O:24])[CH2:14][CH2:15][CH2:16][C:17]=2[C:18]=1[C:19]([O:21][CH2:22][CH3:23])=[O:20].[C:25](=O)([O-])[O-].[Cs+].[Cs+].COS(OC)(=O)=O. (7) Given the product [OH:15][C:8]1([C:51]2[C:50]([OH:53])=[CH:49][C:47]3[N:48]=[C:44]([CH3:43])[S:45][C:46]=3[CH:52]=2)[C:9]2[C:14](=[CH:13][CH:12]=[CH:11][CH:10]=2)[N:6]([CH2:5][CH2:4][CH2:1][CH2:3][CH3:2])[C:7]1=[O:16], predict the reactants needed to synthesize it. The reactants are: [CH:1]1([CH2:4][CH2:5][N:6]2[C:14]3[C:9](=[CH:10][CH:11]=[CH:12][CH:13]=3)[C:8](=[O:15])[C:7]2=[O:16])[CH2:3][CH2:2]1.C(N1C2C(=CC=CC=2)C(=O)C1=O)CCCC.O1C2C=CC(O)=CC=2OC1.[CH3:43][C:44]1[S:45][C:46]2[CH:52]=[CH:51][C:50]([OH:53])=[CH:49][C:47]=2[N:48]=1. (8) Given the product [CH3:1][C:2]([N:14]1[CH:18]=[C:17]([NH:19][C:20](=[O:26])[C@@H:21]([NH:25][CH:33]2[CH2:32][CH2:31][C:30]3[C:35](=[C:36]([F:38])[CH:37]=[C:28]([F:27])[CH:29]=3)[CH2:34]2)[CH2:22][CH2:23][CH3:24])[N:16]=[CH:15]1)([CH3:13])[CH2:3][CH2:4][NH:5][CH2:6][C:7]1[CH:12]=[CH:11][CH:10]=[CH:9][N:8]=1, predict the reactants needed to synthesize it. The reactants are: [CH3:1][C:2]([N:14]1[CH:18]=[C:17]([NH:19][C:20](=[O:26])[CH:21]([NH2:25])[CH2:22][CH2:23][CH3:24])[N:16]=[CH:15]1)([CH3:13])[CH2:3][CH2:4][NH:5][CH2:6][C:7]1[CH:12]=[CH:11][CH:10]=[CH:9][N:8]=1.[F:27][C:28]1[CH:29]=[C:30]2[C:35](=[C:36]([F:38])[CH:37]=1)[CH2:34][C:33](=O)[CH2:32][CH2:31]2. (9) Given the product [F:1][C:2]1[CH:3]=[CH:4][C:5]([CH2:6][NH:7][C:8]([C:10]2[C:24]([OH:25])=[C:13]3[C:14](=[O:23])[N:15]([CH3:22])[C:16]4[C:21]([N:12]3[N:11]=2)=[CH:20][CH:19]=[CH:18][CH:17]=4)=[O:9])=[CH:27][CH:28]=1, predict the reactants needed to synthesize it. The reactants are: [F:1][C:2]1[CH:28]=[CH:27][C:5]([CH2:6][NH:7][C:8]([C:10]2[C:24]([O:25]C)=[C:13]3[C:14](=[O:23])[N:15]([CH3:22])[C:16]4[C:21]([N:12]3[N:11]=2)=[CH:20][CH:19]=[CH:18][CH:17]=4)=[O:9])=[CH:4][CH:3]=1.Br.